This data is from Reaction yield outcomes from USPTO patents with 853,638 reactions. The task is: Predict the reaction yield, written as a fraction of the theoretical maximum amount of product (1.0 means a 100% yield; for example, 0.34 means a 34% yield). (1) The catalyst is CN(C=O)C.C(Cl)Cl.C(Cl)Cl.CCOC(C)=O. The product is [F:40][CH:2]([F:1])[C:3]1[N:7]([C:8]2[N:13]=[C:12]([N:14]3[CH2:19][CH2:18][O:17][CH2:16][CH2:15]3)[N:11]=[C:10]([N:20]([CH3:44])[CH:21]3[CH2:22][CH2:23][N:24]([C:27]([O:29][C:30]([CH3:33])([CH3:32])[CH3:31])=[O:28])[CH2:25][CH2:26]3)[N:9]=2)[C:6]2[CH:34]=[CH:35][CH:36]=[C:37]([O:38][CH3:39])[C:5]=2[N:4]=1. The yield is 0.930. The reactants are [F:1][CH:2]([F:40])[C:3]1[N:7]([C:8]2[N:13]=[C:12]([N:14]3[CH2:19][CH2:18][O:17][CH2:16][CH2:15]3)[N:11]=[C:10]([NH:20][CH:21]3[CH2:26][CH2:25][N:24]([C:27]([O:29][C:30]([CH3:33])([CH3:32])[CH3:31])=[O:28])[CH2:23][CH2:22]3)[N:9]=2)[C:6]2[CH:34]=[CH:35][CH:36]=[C:37]([O:38][CH3:39])[C:5]=2[N:4]=1.[H-].[Na+].I[CH3:44].O. (2) The reactants are [CH3:1][N:2]1[C:6]([C:7]2[CH:8]=[C:9]([C:12]([OH:14])=O)[S:10][CH:11]=2)=[CH:5][CH:4]=[N:3]1.[NH2:15][C@@H:16]([CH2:29][C:30]1[CH:35]=[CH:34][C:33]([Cl:36])=[C:32]([Cl:37])[CH:31]=1)[CH2:17][N:18]1[C:26](=[O:27])[C:25]2[C:20](=[CH:21][CH:22]=[CH:23][CH:24]=2)[C:19]1=[O:28].CC(OC(N[C@H](C(O)=O)CC1C=CC=CC=1C(F)(F)F)=O)(C)C.C1CN([P+](Br)(N2CCCC2)N2CCCC2)CC1.F[P-](F)(F)(F)(F)F.CCN(C(C)C)C(C)C. The catalyst is C(Cl)(Cl)Cl. The product is [Cl:37][C:32]1[CH:31]=[C:30]([CH2:29][C@H:16]([NH:15][C:12]([C:9]2[S:10][CH:11]=[C:7]([C:6]3[N:2]([CH3:1])[N:3]=[CH:4][CH:5]=3)[CH:8]=2)=[O:14])[CH2:17][N:18]2[C:26](=[O:27])[C:25]3[C:20](=[CH:21][CH:22]=[CH:23][CH:24]=3)[C:19]2=[O:28])[CH:35]=[CH:34][C:33]=1[Cl:36]. The yield is 0.300. (3) The reactants are [CH3:1][O:2][C:3]1[CH:8]=[CH:7][C:6]([C:9]2[N:10]=[C:11]([CH:22]3[CH2:27][CH2:26][N:25]([C:28]([O:30][C:31]([CH3:34])([CH3:33])[CH3:32])=[O:29])[CH2:24][CH2:23]3)[O:12][C:13]=2[C:14]2[CH:19]=[CH:18][C:17]([O:20][CH3:21])=[CH:16][CH:15]=2)=[CH:5][CH:4]=1.C([Li])CCC.CCCCCC.C1(C2[O:54]N2S(C2C=CC(C)=CC=2)(=O)=O)C=CC=CC=1.Cl. The catalyst is O1CCCC1. The product is [CH3:1][O:2][C:3]1[CH:4]=[CH:5][C:6]([C:9]2[N:10]=[C:11]([C:22]3([OH:54])[CH2:27][CH2:26][N:25]([C:28]([O:30][C:31]([CH3:34])([CH3:33])[CH3:32])=[O:29])[CH2:24][CH2:23]3)[O:12][C:13]=2[C:14]2[CH:15]=[CH:16][C:17]([O:20][CH3:21])=[CH:18][CH:19]=2)=[CH:7][CH:8]=1. The yield is 0.800. (4) The reactants are [H-].[Na+].[F:3][CH2:4][CH2:5][CH2:6][OH:7].[Br:8][C:9]1[CH:10]=[CH:11][C:12](Cl)=[N:13][CH:14]=1. No catalyst specified. The product is [F:3][CH2:4][CH2:5][CH2:6][O:7][C:12]1[CH:11]=[CH:10][C:9]([Br:8])=[CH:14][N:13]=1. The yield is 0.980. (5) The reactants are [CH3:1][O:2][C:3](/[CH:5]=[CH:6]/[C:7]1[CH:15]=[CH:14][C:10]([C:11]([OH:13])=O)=[CH:9][CH:8]=1)=[O:4].[NH:16]1[CH2:22][CH2:21][CH2:20][CH2:19][C:18]2[CH:23]=[CH:24][CH:25]=[CH:26][C:17]1=2.C(N(CC)CC)C. The catalyst is CN(C1C=CN=CC=1)C.ClCCl. The product is [CH3:1][O:2][C:3](=[O:4])/[CH:5]=[CH:6]/[C:7]1[CH:8]=[CH:9][C:10]([C:11]([N:16]2[CH2:22][CH2:21][CH2:20][CH2:19][C:18]3[CH:23]=[CH:24][CH:25]=[CH:26][C:17]2=3)=[O:13])=[CH:14][CH:15]=1. The yield is 0.480. (6) The product is [F:18][C:19]1[CH:24]=[CH:23][C:22]([C:25]2[CH:30]=[N:29][C:28]([C:31]([F:32])([F:34])[F:33])=[N:27][CH:26]=2)=[CH:21][C:20]=1[CH2:35][NH:36][C:15]([C@H:9]1[N:8]([C:6]([O:5][C:1]([CH3:2])([CH3:3])[CH3:4])=[O:7])[C@@H:12]([CH3:13])[C@@H:11]([OH:14])[CH2:10]1)=[O:17]. The catalyst is CN(C)C=O.O. The reactants are [C:1]([O:5][C:6]([N:8]1[C@@H:12]([CH3:13])[C@@H:11]([OH:14])[CH2:10][C@H:9]1[C:15]([OH:17])=O)=[O:7])([CH3:4])([CH3:3])[CH3:2].[F:18][C:19]1[CH:24]=[CH:23][C:22]([C:25]2[CH:26]=[N:27][C:28]([C:31]([F:34])([F:33])[F:32])=[N:29][CH:30]=2)=[CH:21][C:20]=1[CH2:35][NH2:36].CN(C(ON1N=NC2C=CC=NC1=2)=[N+](C)C)C.F[P-](F)(F)(F)(F)F.CCN(C(C)C)C(C)C. The yield is 0.630. (7) The reactants are [C:1]([O:5][C:6]([N:8]1[CH:17]([CH2:18][CH2:19][C:20](O)=[O:21])[CH2:16][C:15]2[C:10](=[CH:11][CH:12]=[CH:13][CH:14]=2)[CH2:9]1)=[O:7])([CH3:4])([CH3:3])[CH3:2].C1N=CN(C(N2C=NC=C2)=O)C=1.Cl.[CH3:36][NH:37][O:38][CH3:39]. The catalyst is ClCCl. The product is [CH3:39][O:38][N:37]([CH3:36])[C:20](=[O:21])[CH2:19][CH2:18][CH:17]1[CH2:16][C:15]2[C:10](=[CH:11][CH:12]=[CH:13][CH:14]=2)[CH2:9][N:8]1[C:6]([O:5][C:1]([CH3:4])([CH3:2])[CH3:3])=[O:7]. The yield is 0.980. (8) The reactants are Cl[C:2]1[CH:7]=[CH:6][C:5]([N+:8]([O-:10])=[O:9])=[CH:4][N:3]=1.[C:11]([O:15][C:16]([N:18]1[CH2:23][C@@H:22]([CH3:24])[NH:21][CH2:20][C@@H:19]1[CH3:25])=[O:17])([CH3:14])([CH3:13])[CH3:12].C(=O)([O-])[O-].[K+].[K+].CS(C)=O. The yield is 0.810. No catalyst specified. The product is [C:11]([O:15][C:16]([N:18]1[CH2:23][C@@H:22]([CH3:24])[N:21]([C:2]2[CH:7]=[CH:6][C:5]([N+:8]([O-:10])=[O:9])=[CH:4][N:3]=2)[CH2:20][C@@H:19]1[CH3:25])=[O:17])([CH3:14])([CH3:12])[CH3:13].